This data is from Experimentally validated miRNA-target interactions with 360,000+ pairs, plus equal number of negative samples. The task is: Binary Classification. Given a miRNA mature sequence and a target amino acid sequence, predict their likelihood of interaction. (1) The miRNA is mmu-miR-23a-5p with sequence GGGGUUCCUGGGGAUGGGAUUU. The protein sequence of the target gene is MEQPGAAASGAGGGSEEPGGGRSNKRSAGNRAANEEETKNKPKLNIQIKTLADDVRDRITSFRKSTVKKEKPLIQHPIDSQVAMSEFPAAQPLYDERSLNLSEKEVLDLFEKMMEDMNLNEEKKAPLRNKDFTTKREMVVQYISATAKSGGLKNSKHECTLSSQEYVHELRSGISDEKLLNCLESLRVSLTSNPVSWVNNFGHEGLGLLLDELEKLLDKKQQENIDKKNQYKLIQCLKAFMNNKFGLQRILGDERSLLLLARAIDPKQPNMMTEIVKILSAICIVGEENILDKLLGAITT.... Result: 0 (no interaction). (2) The miRNA is hsa-miR-6793-3p with sequence UCCCCAACCCCUGCCCGCAG. The protein sequence of the target gene is MQRLGATLLCLLLAAAVPTAPAPAPTATSAPVKPGPALSYPQEEATLNEMFREVEELMEDTQHKLRSAVEEMEAEEAAAKASSEVNLANLPPSYHNETNTDTKVGNNTIHVHREIHKITNNQTGQMVFSETVITSVGDEEGRRSHECIIDEDCGPSMYCQFASFQYTCQPCRGQRMLCTRDSECCGDQLCVWGHCTKMATRGSNGTICDNQRDCQPGLCCAFQRGLLFPVCTPLPVEGELCHDPASRLLDLITWELEPDGALDRCPCASGLLCQPHSHSLVYVCKPTFVGSRDQDGEILL.... Result: 1 (interaction). (3) The miRNA is hsa-miR-876-5p with sequence UGGAUUUCUUUGUGAAUCACCA. The protein sequence of the target gene is MERRRITSARRSYASETVVRGLGPSRQLGTMPRFSLSRMTPPLPARVDFSLAGALNAGFKETRASERAEMMELNDRFASYIEKVRFLEQQNKALAAELNQLRAKEPTKLADVYQAELRELRLRLDQLTANSARLEVERDNFAQDLGTLRQKLQDETNLRLEAENNLAAYRQEADEATLARVDLERKVESLEEEIQFLRKIYEEEVRELREQLAQQQVHVEMDVAKPDLTAALREIRTQYEAVATSNMQETEEWYRSKFADLTDAASRNAELLRQAKHEANDYRRQLQALTCDLESLRGTN.... Result: 0 (no interaction). (4) Result: 1 (interaction). The miRNA is hsa-miR-93-5p with sequence CAAAGUGCUGUUCGUGCAGGUAG. The protein sequence of the target gene is MAQLGAVVAVASSFFCASLFSAVHKIEEGHIGVYYRGGALLTSTSGPGFHLMLPFITSYKSVQTTLQTDEVKNVPCGTSGGVMIYFDRIEVVNFLVPNAVYDIVKNYTADYDKALIFNKIHHELNQFCSVHTLQEVYIELFDQIDENLKLALQQDLTSMAPGLVIQAVRVTKPNIPEAIRRNYELMESEKTKLLIAAQKQKVVEKEAETERKKALIEAEKVAQVAEITYGQKVMEKETEKKISEIEDAAFLAREKAKADAECYTAMKIAEANKLKLTPEYLQLMKYKAIASNSKIYFGKD....